This data is from Forward reaction prediction with 1.9M reactions from USPTO patents (1976-2016). The task is: Predict the product of the given reaction. (1) Given the reactants [NH2:1][C:2]1[C:7]([N+:8]([O-])=O)=[C:6]([N:11]2[CH2:16][CH2:15][N:14]([CH2:17][C:18]([NH:20][C:21]3[S:22][CH:23]=[CH:24][N:25]=3)=[O:19])[CH2:13][CH2:12]2)[C:5]([Cl:26])=[CH:4][N:3]=1.CCO.[N:30]1([CH2:35][C:36]2[CH:43]=[CH:42][C:39]([CH:40]=O)=[CH:38][CH:37]=2)[CH:34]=[CH:33][CH:32]=[N:31]1.[O-]S(S([O-])=O)=O.[Na+].[Na+], predict the reaction product. The product is: [N:30]1([CH2:35][C:36]2[CH:43]=[CH:42][C:39]([C:40]3[NH:1][C:2]4=[N:3][CH:4]=[C:5]([Cl:26])[C:6]([N:11]5[CH2:16][CH2:15][N:14]([CH2:17][C:18]([NH:20][C:21]6[S:22][CH:23]=[CH:24][N:25]=6)=[O:19])[CH2:13][CH2:12]5)=[C:7]4[N:8]=3)=[CH:38][CH:37]=2)[CH:34]=[CH:33][CH:32]=[N:31]1. (2) Given the reactants Cl.Cl.[NH2:3][CH2:4][C:5]1[NH:6][C:7]2[C:12]([C:13](=[O:16])[C:14]=1[CH3:15])=[CH:11][CH:10]=[CH:9][CH:8]=2.[CH2:17]([S:23](Cl)(=[O:25])=[O:24])[CH2:18][CH2:19][CH2:20][CH2:21][CH3:22], predict the reaction product. The product is: [CH3:15][C:14]1[C:13](=[O:16])[C:12]2[C:7](=[CH:8][CH:9]=[CH:10][CH:11]=2)[NH:6][C:5]=1[CH2:4][NH:3][S:23]([CH2:17][CH2:18][CH2:19][CH2:20][CH2:21][CH3:22])(=[O:25])=[O:24]. (3) Given the reactants [C:1]([O:5][C:6](=[O:38])[NH:7][C:8]1([C:12]2[CH:17]=[CH:16][C:15]([C:18]3[C:31]([C:32]4[CH:37]=[CH:36][CH:35]=[CH:34][CH:33]=4)=[CH:30][N:21]4[N:22]=[C:23]5[C:28]([CH:27]=[CH:26][CH:25]=[C:24]5Br)=[C:20]4[N:19]=3)=[CH:14][CH:13]=2)[CH2:11][CH2:10][CH2:9]1)([CH3:4])([CH3:3])[CH3:2].[CH3:39][O:40][C:41](=[O:44])[CH:42]=[CH2:43].C1(C)C=CC=CC=1P(C1C=CC=CC=1C)C1C=CC=CC=1C.C(N(CC)CC)C.[Cl-].[NH4+], predict the reaction product. The product is: [CH3:39][O:40][C:41](=[O:44])/[CH:42]=[CH:43]/[C:24]1[C:23]2[C:28](=[C:20]3[N:19]=[C:18]([C:15]4[CH:16]=[CH:17][C:12]([C:8]5([NH:7][C:6]([O:5][C:1]([CH3:4])([CH3:3])[CH3:2])=[O:38])[CH2:11][CH2:10][CH2:9]5)=[CH:13][CH:14]=4)[C:31]([C:32]4[CH:37]=[CH:36][CH:35]=[CH:34][CH:33]=4)=[CH:30][N:21]3[N:22]=2)[CH:27]=[CH:26][CH:25]=1. (4) Given the reactants Br[C:2]1[CH:21]=[CH:20][C:5]2[NH:6][C:7]([C:9]3[CH:14]=[CH:13][C:12]([S:15]([CH3:18])(=[O:17])=[O:16])=[CH:11][C:10]=3[F:19])=[N:8][C:4]=2[CH:3]=1.[CH3:22][C:23]1([CH3:39])[C:27]([CH3:29])([CH3:28])[O:26][B:25]([B:25]2[O:26][C:27]([CH3:29])([CH3:28])[C:23]([CH3:39])([CH3:22])[O:24]2)[O:24]1.C([O-])(=O)C.[K+].C(Cl)Cl, predict the reaction product. The product is: [F:19][C:10]1[CH:11]=[C:12]([S:15]([CH3:18])(=[O:17])=[O:16])[CH:13]=[CH:14][C:9]=1[C:7]1[NH:6][C:5]2[CH:20]=[CH:21][C:2]([B:25]3[O:26][C:27]([CH3:29])([CH3:28])[C:23]([CH3:39])([CH3:22])[O:24]3)=[CH:3][C:4]=2[N:8]=1. (5) Given the reactants [Cl:1][C:2]1[CH:3]=[C:4]([CH:14]=[CH:15][CH:16]=1)[CH2:5][C:6]1[C:7]([C:11]([OH:13])=O)=[CH:8][S:9][CH:10]=1.[Cl-].[CH3:18][O:19][C:20]([C:22]1[CH:27]=[CH:26][C:25]([C@@H:28]([NH3+:30])[CH3:29])=[CH:24][CH:23]=1)=[O:21], predict the reaction product. The product is: [Cl:1][C:2]1[CH:3]=[C:4]([CH:14]=[CH:15][CH:16]=1)[CH2:5][C:6]1[C:7]([C:11]([NH:30][C@H:28]([C:25]2[CH:26]=[CH:27][C:22]([C:20]([O:19][CH3:18])=[O:21])=[CH:23][CH:24]=2)[CH3:29])=[O:13])=[CH:8][S:9][CH:10]=1. (6) Given the reactants C(N(CC)CC)C.[C:8]([C:12]1[CH:13]=[C:14]([CH2:30][OH:31])[C:15]([O:28][CH3:29])=[C:16]([NH:18][C:19](=[O:27])OC2C=CC=CC=2)[CH:17]=1)([CH3:11])([CH3:10])[CH3:9].[NH2:32][C:33]1[C:42]2[C:37](=[CH:38][CH:39]=[CH:40][CH:41]=2)[C:36]([O:43][C:44]2[CH:49]=[CH:48][N:47]=[C:46]([NH:50][C:51]3[CH:52]=[C:53]([CH:67]=[C:68]([C:70]#[CH:71])[CH:69]=3)[C:54]([NH:56][CH2:57][CH2:58][O:59][CH2:60][CH2:61][O:62][CH2:63][CH2:64][O:65][CH3:66])=[O:55])[CH:45]=2)=[CH:35][CH:34]=1, predict the reaction product. The product is: [C:8]([C:12]1[CH:13]=[C:14]([CH2:30][OH:31])[C:15]([O:28][CH3:29])=[C:16]([NH:18][C:19](=[O:27])[NH:32][C:33]2[C:42]3[C:37](=[CH:38][CH:39]=[CH:40][CH:41]=3)[C:36]([O:43][C:44]3[CH:49]=[CH:48][N:47]=[C:46]([NH:50][C:51]4[CH:52]=[C:53]([CH:67]=[C:68]([C:70]#[CH:71])[CH:69]=4)[C:54]([NH:56][CH2:57][CH2:58][O:59][CH2:60][CH2:61][O:62][CH2:63][CH2:64][O:65][CH3:66])=[O:55])[CH:45]=3)=[CH:35][CH:34]=2)[CH:17]=1)([CH3:9])([CH3:10])[CH3:11]. (7) Given the reactants C([N:3]([CH2:6]C)CC)C.[SH:8]C1C=CC=CN=1.[C:15](Cl)(=[O:26])[CH2:16][CH2:17][CH2:18][CH2:19][CH2:20][CH2:21][CH2:22][CH2:23][CH:24]=[CH2:25].[CH2:28]1[CH2:32]O[CH2:30][CH2:29]1, predict the reaction product. The product is: [C:15](=[S:8])([O:26][C:6]1[CH:32]=[CH:28][CH:29]=[CH:30][N:3]=1)[CH2:16][CH2:17][CH2:18][CH2:19][CH2:20][CH2:21][CH2:22][CH2:23][CH:24]=[CH2:25].